Dataset: Forward reaction prediction with 1.9M reactions from USPTO patents (1976-2016). Task: Predict the product of the given reaction. (1) Given the reactants [CH:1]1([NH:4][C:5]2[C:10]([C:11]([NH2:13])=[O:12])=[CH:9][N:8]=[C:7]([NH:14][C:15]3[CH:20]=[CH:19][C:18]([CH:21]4[CH2:26][CH2:25][N:24]([CH:27]([CH3:29])[CH3:28])[CH2:23][CH2:22]4)=[CH:17][CH:16]=3)[N:6]=2)[CH2:3][CH2:2]1.[C:30]1(=O)CCC1, predict the reaction product. The product is: [CH:27]1([N:24]2[CH2:25][CH2:26][CH:21]([C:18]3[CH:19]=[CH:20][C:15]([NH:14][C:7]4[N:6]=[C:5]([NH:4][CH:1]5[CH2:3][CH2:2]5)[C:10]([C:11]([NH2:13])=[O:12])=[CH:9][N:8]=4)=[CH:16][CH:17]=3)[CH2:22][CH2:23]2)[CH2:29][CH2:30][CH2:28]1. (2) Given the reactants [CH2:1]([C:4]1[C:12]([O:13][CH2:14][CH2:15][Si:16]([CH3:19])([CH3:18])[CH3:17])=[C:11]2[C:7]([CH2:8][O:9][C:10]2=[O:20])=[C:6]([CH3:21])[C:5]=1[CH2:22][CH3:23])[CH:2]=C.NC(N)=S.C[OH:29], predict the reaction product. The product is: [CH2:22]([C:5]1[C:6]([CH3:21])=[C:7]2[C:11]([C:10](=[O:20])[O:9][CH2:8]2)=[C:12]([O:13][CH2:14][CH2:15][Si:16]([CH3:18])([CH3:19])[CH3:17])[C:4]=1[CH2:1][CH:2]=[O:29])[CH3:23]. (3) Given the reactants [N+:1]([C:4]1[CH:12]=[CH:11][C:10]([N:13]2[CH2:18][CH2:17][CH2:16][CH2:15][CH2:14]2)=[CH:9][C:5]=1[C:6]([OH:8])=O)([O-:3])=[O:2].[C:19]1([C:25]2[N:30]=[CH:29][C:28]([NH2:31])=[CH:27][N:26]=2)[CH:24]=[CH:23][CH:22]=[CH:21][CH:20]=1.Cl.CN(C)CCCN=C=NCC, predict the reaction product. The product is: [N+:1]([C:4]1[CH:12]=[CH:11][C:10]([N:13]2[CH2:18][CH2:17][CH2:16][CH2:15][CH2:14]2)=[CH:9][C:5]=1[C:6]([NH:31][C:28]1[CH:29]=[N:30][C:25]([C:19]2[CH:24]=[CH:23][CH:22]=[CH:21][CH:20]=2)=[N:26][CH:27]=1)=[O:8])([O-:3])=[O:2]. (4) The product is: [ClH:12].[Br:1][C:2]1[CH:7]=[N:6][CH:5]=[C:4]([CH2:8][Cl:12])[CH:3]=1. Given the reactants [Br:1][C:2]1[CH:3]=[C:4]([CH2:8]O)[CH:5]=[N:6][CH:7]=1.S(Cl)([Cl:12])=O, predict the reaction product. (5) Given the reactants [Cl:1][C:2]1[CH:3]=[C:4]([CH:9]2[CH2:14][CH2:13][N:12]([CH2:15][C@H:16]([OH:38])[CH2:17][O:18][C:19]3[C:27]4[CH:26]=[C:25]([C:28]5[O:29][C:30]([C:33](OCC)=[O:34])=[N:31][N:32]=5)[O:24][C:23]=4[CH:22]=[CH:21][CH:20]=3)[CH2:11][CH2:10]2)[CH:5]=[CH:6][C:7]=1[Cl:8].[BH4-].[Li+], predict the reaction product. The product is: [Cl:1][C:2]1[CH:3]=[C:4]([CH:9]2[CH2:10][CH2:11][N:12]([CH2:15][C@H:16]([OH:38])[CH2:17][O:18][C:19]3[C:27]4[CH:26]=[C:25]([C:28]5[O:29][C:30]([CH2:33][OH:34])=[N:31][N:32]=5)[O:24][C:23]=4[CH:22]=[CH:21][CH:20]=3)[CH2:13][CH2:14]2)[CH:5]=[CH:6][C:7]=1[Cl:8]. (6) Given the reactants Br[CH2:2][C:3]([C:5]1[CH:10]=[CH:9][C:8]([S:11]([CH3:14])(=[O:13])=[O:12])=[CH:7][CH:6]=1)=O.[C:15]([NH2:23])(=[O:22])[C:16]1[CH:21]=[CH:20][CH:19]=[CH:18][CH:17]=1, predict the reaction product. The product is: [CH3:14][S:11]([C:8]1[CH:9]=[CH:10][C:5]([C:3]2[N:23]=[C:15]([C:16]3[CH:21]=[CH:20][CH:19]=[CH:18][CH:17]=3)[O:22][CH:2]=2)=[CH:6][CH:7]=1)(=[O:13])=[O:12]. (7) Given the reactants [Cl:1][C:2]1[C:3]([O:30][C@H:31]2[CH2:36][C:35]([F:38])([F:37])[CH2:34][CH2:33][C@@H:32]2[C:39]2[N:43](COCCOC)[N:42]=[CH:41][CH:40]=2)=[CH:4][C:5]([F:29])=[C:6]([S:8]([N:11](CC2C=CC(OC)=CC=2OC)[C:12]2[CH:17]=[CH:16][N:15]=[CH:14][N:13]=2)(=[O:10])=[O:9])[CH:7]=1.C([SiH](CC)CC)C.FC(F)(F)C(O)=O.Cl, predict the reaction product. The product is: [Cl:1][C:2]1[C:3]([O:30][C@H:31]2[CH2:36][C:35]([F:38])([F:37])[CH2:34][CH2:33][C@@H:32]2[C:39]2[NH:43][N:42]=[CH:41][CH:40]=2)=[CH:4][C:5]([F:29])=[C:6]([S:8]([NH:11][C:12]2[CH:17]=[CH:16][N:15]=[CH:14][N:13]=2)(=[O:9])=[O:10])[CH:7]=1. (8) Given the reactants F[P-](F)(F)(F)(F)F.N1(OC(N(C)C)=[N+](C)C)C2N=CC=CC=2N=N1.[C:25]([O:29][C:30]([NH:32][C:33]1([C:48](O)=[O:49])[CH2:38][CH2:37][N:36]([C:39]2[C:40]3[CH:47]=[CH:46][NH:45][C:41]=3[N:42]=[CH:43][N:44]=2)[CH2:35][CH2:34]1)=[O:31])([CH3:28])([CH3:27])[CH3:26].C(N(C(C)C)C(C)C)C.[NH2:60][CH:61]([C:68]1[CH:73]=[CH:72][C:71]([Cl:74])=[CH:70][CH:69]=1)[CH2:62][NH:63][S:64]([CH3:67])(=[O:66])=[O:65], predict the reaction product. The product is: [Cl:74][C:71]1[CH:70]=[CH:69][C:68]([CH:61]([NH:60][C:48]([C:33]2([NH:32][C:30](=[O:31])[O:29][C:25]([CH3:27])([CH3:28])[CH3:26])[CH2:34][CH2:35][N:36]([C:39]3[C:40]4[CH:47]=[CH:46][NH:45][C:41]=4[N:42]=[CH:43][N:44]=3)[CH2:37][CH2:38]2)=[O:49])[CH2:62][NH:63][S:64]([CH3:67])(=[O:66])=[O:65])=[CH:73][CH:72]=1. (9) Given the reactants [CH:1]([NH2:3])=[S:2].C(OC([N:11]([C:16]1[CH:21]=[CH:20][CH:19]=[CH:18][CH:17]=1)[CH2:12][C:13]([OH:15])=[O:14])=O)(C)(C)C.[BrH:22], predict the reaction product. The product is: [BrH:22].[CH:1]([NH2:3])=[S:2].[C:16]1([NH:11][CH2:12][C:13]([OH:15])=[O:14])[CH:21]=[CH:20][CH:19]=[CH:18][CH:17]=1. (10) Given the reactants C(Cl)(=O)C(Cl)=O.CS(C)=O.[C:11]([O:15][C:16](=[O:53])[NH:17][CH2:18][C:19]1[CH:24]=[CH:23][C:22]([C:25](=[O:52])[NH:26][CH2:27][C:28]2[CH:33]=[CH:32][C:31]([O:34][CH2:35][C:36]([N:38]3[CH2:42][C@@H:41]([OH:43])[C@H:40]([O:44][Si:45]([C:48]([CH3:51])([CH3:50])[CH3:49])([CH3:47])[CH3:46])[CH2:39]3)=[O:37])=[CH:30][CH:29]=2)=[CH:21][CH:20]=1)([CH3:14])([CH3:13])[CH3:12].C(N(CC)CC)C, predict the reaction product. The product is: [C:11]([O:15][C:16](=[O:53])[NH:17][CH2:18][C:19]1[CH:24]=[CH:23][C:22]([C:25](=[O:52])[NH:26][CH2:27][C:28]2[CH:33]=[CH:32][C:31]([O:34][CH2:35][C:36]([N:38]3[CH2:42][C:41](=[O:43])[C@H:40]([O:44][Si:45]([C:48]([CH3:51])([CH3:50])[CH3:49])([CH3:47])[CH3:46])[CH2:39]3)=[O:37])=[CH:30][CH:29]=2)=[CH:21][CH:20]=1)([CH3:14])([CH3:12])[CH3:13].